Dataset: Reaction yield outcomes from USPTO patents with 853,638 reactions. Task: Predict the reaction yield, written as a fraction of the theoretical maximum amount of product (1.0 means a 100% yield; for example, 0.34 means a 34% yield). (1) The reactants are [F:1][C:2]1[CH:7]=[CH:6][C:5]([C:8]2[O:9][CH2:10][CH:11]([C:13]([O:15][CH3:16])=[O:14])[N:12]=2)=[CH:4][CH:3]=1.BrN1C(=O)CCC1=O. The yield is 0.670. The product is [F:1][C:2]1[CH:3]=[CH:4][C:5]([C:8]2[O:9][CH:10]=[C:11]([C:13]([O:15][CH3:16])=[O:14])[N:12]=2)=[CH:6][CH:7]=1. The catalyst is C1C=CC=CC=1.C(OOC(=O)C1C=CC=CC=1)(=O)C1C=CC=CC=1. (2) The reactants are [Br:1][C:2]1[N:7]=[CH:6][C:5](I)=[CH:4][N:3]=1.[C:9]([Si:11]([CH3:14])([CH3:13])[CH3:12])#[CH:10].C(N(CC)CC)C. The catalyst is C1COCC1.C1C=CC(P(C2C=CC=CC=2)C2C=CC=CC=2)=CC=1.C1C=CC(P(C2C=CC=CC=2)C2C=CC=CC=2)=CC=1.Cl[Pd]Cl.[Cu]I. The product is [Br:1][C:2]1[N:7]=[CH:6][C:5]([C:10]#[C:9][Si:11]([CH3:14])([CH3:13])[CH3:12])=[CH:4][N:3]=1. The yield is 0.700. (3) The reactants are [Br:1][C:2]1[N:3]=[C:4]2[C:9](Cl)=[C:8]([C:11]([NH2:13])=[O:12])[CH:7]=[N:6][N:5]2[CH:14]=1.[NH2:15][C@H:16]1[C@@H:20]([CH3:21])[CH2:19][N:18]([C:22]([O:24][CH2:25][C:26]2[CH:31]=[CH:30][CH:29]=[CH:28][CH:27]=2)=[O:23])[CH2:17]1.CCN(C(C)C)C(C)C. The catalyst is CN(C=O)C. The product is [Br:1][C:2]1[N:3]=[C:4]2[C:9]([NH:15][C@H:16]3[C@@H:20]([CH3:21])[CH2:19][N:18]([C:22]([O:24][CH2:25][C:26]4[CH:31]=[CH:30][CH:29]=[CH:28][CH:27]=4)=[O:23])[CH2:17]3)=[C:8]([C:11](=[O:12])[NH2:13])[CH:7]=[N:6][N:5]2[CH:14]=1. The yield is 1.00. (4) The reactants are C(Cl)(=O)C(Cl)=O.CS(C)=O.[C:11]([O:15][C:16]([NH:18][C@@H:19]([CH2:34][CH:35]1[CH2:40][CH2:39][CH2:38][CH2:37][CH2:36]1)[C@@H:20]([O:23][Si:24]([CH:31]([CH3:33])[CH3:32])([CH:28]([CH3:30])[CH3:29])[CH:25]([CH3:27])[CH3:26])[CH2:21][OH:22])=[O:17])([CH3:14])([CH3:13])[CH3:12].CCN(CC)CC. The catalyst is O1CCCC1.O. The product is [C:11]([O:15][C:16]([NH:18][C@@H:19]([CH2:34][CH:35]1[CH2:36][CH2:37][CH2:38][CH2:39][CH2:40]1)[C@@H:20]([O:23][Si:24]([CH:25]([CH3:26])[CH3:27])([CH:28]([CH3:29])[CH3:30])[CH:31]([CH3:32])[CH3:33])[CH:21]=[O:22])=[O:17])([CH3:12])([CH3:13])[CH3:14]. The yield is 1.00. (5) The reactants are [Cl:1][C:2]1[CH:7]=[CH:6][C:5]([O:8][C:9]2[CH:14]=[CH:13][C:12]([CH2:15][CH2:16]I)=[CH:11][CH:10]=2)=[CH:4][C:3]=1[C:18]([F:21])([F:20])[F:19].[CH3:22][O:23][C:24]1[N:29]=[CH:28][C:27]([CH2:30][C:31]2[C:32](=[O:38])[NH:33][C:34](=[S:37])[NH:35][CH:36]=2)=[CH:26][N:25]=1.C([O-])([O-])=O.[K+].[K+]. The yield is 0.0855. The catalyst is CN(C=O)C. The product is [Cl:1][C:2]1[CH:7]=[CH:6][C:5]([O:8][C:9]2[CH:14]=[CH:13][C:12]([CH2:15][CH2:16][S:37][C:34]3[NH:35][CH:36]=[C:31]([CH2:30][C:27]4[CH:28]=[N:29][C:24]([O:23][CH3:22])=[N:25][CH:26]=4)[C:32](=[O:38])[N:33]=3)=[CH:11][CH:10]=2)=[CH:4][C:3]=1[C:18]([F:21])([F:20])[F:19]. (6) The reactants are [Br:1][C:2]1[CH:7]=[CH:6][C:5]([C:8]([CH3:14])([CH3:13])[C:9](OC)=[O:10])=[CH:4][CH:3]=1.[CH3:15][NH:16][O:17][CH3:18].C([Mg]Cl)(C)C.[Cl-].[NH4+]. The catalyst is O1CCCC1. The product is [Br:1][C:2]1[CH:3]=[CH:4][C:5]([C:8]([CH3:13])([CH3:14])[C:9]([N:16]([O:17][CH3:18])[CH3:15])=[O:10])=[CH:6][CH:7]=1. The yield is 0.770. (7) The reactants are Br[CH2:2][C:3]1[C:8]([CH2:9]Br)=[C:7]([Cl:11])[N:6]=[N:5][C:4]=1[Cl:12].C(=O)([O-])[O-].[Na+].[Na+].[CH:19]([NH2:22])([CH3:21])[CH3:20].CCCCCCC. The catalyst is C1COCC1.[I-].C([N+](CCCC)(CCCC)CCCC)CCC. The product is [Cl:11][C:7]1[C:8]2=[CH:9][N:22]([CH:19]([CH3:21])[CH3:20])[CH:2]=[C:3]2[C:4]([Cl:12])=[N:5][N:6]=1. The yield is 0.470. (8) The reactants are C([O:14][C:15]1[C:24]2[N:23]=[CH:22][CH:21]=[CH:20][C:19]=2[C:18]([C:25](O)=[O:26])=[C:17]2[CH2:28][N:29]([CH2:32][C:33]3[CH:38]=[CH:37][C:36]([F:39])=[CH:35][CH:34]=3)[C:30](=[O:31])[C:16]=12)(C1C=CC=CC=1)C1C=CC=CC=1.[CH3:40][NH:41][CH3:42].C(N(C(C)C)CC)(C)C.F[P-](F)(F)(F)(F)F.N1(OC(N(C)C)=[N+](C)C)C2N=CC=CC=2N=N1. The catalyst is CN(C)C=O. The product is [CH3:40][N:41]([CH3:42])[C:25]([C:18]1[C:19]2[CH:20]=[CH:21][CH:22]=[N:23][C:24]=2[C:15]([OH:14])=[C:16]2[C:30](=[O:31])[N:29]([CH2:32][C:33]3[CH:34]=[CH:35][C:36]([F:39])=[CH:37][CH:38]=3)[CH2:28][C:17]=12)=[O:26]. The yield is 0.970.